This data is from Experimentally validated miRNA-target interactions with 360,000+ pairs, plus equal number of negative samples. The task is: Binary Classification. Given a miRNA mature sequence and a target amino acid sequence, predict their likelihood of interaction. (1) The miRNA is mmu-miR-7053-3p with sequence CUCCUGUGUCUCCUUCCCCAG. The protein sequence of the target gene is MLRVPEPRPGEAKAEGAAPPTPSKPLTSFLIQDILRDGAQRQGGRTSSQRQRDPEPEPEPEPEGGRSRAGAQNDQLSTGPRAAPEEAETLAETEPERHLGSYLLDSENTSGALPRLPQTPKQPQKRSRAAFSHTQVIELERKFSHQKYLSAPERAHLAKNLKLTETQVKIWFQNRRYKTKRKQLSSELGDLEKHSSLPALKEEAFSRASLVSVYNSYPYYPYLYCVGSWSPAFW. Result: 0 (no interaction). (2) The miRNA is hsa-miR-4748 with sequence GAGGUUUGGGGAGGAUUUGCU. The protein sequence of the target gene is MDPARPLGLSILLLFLTEAALGDAAQEPTGNNAEICLLPLDYGPCRALLLRYYYDRYTQSCRQFLYGGCEGNANNFYTWEACDDACWRIEKVPKVCRLQVSVDDQCEGSTEKYFFNLSSMTCEKFFSGGCHRNRIENRFPDEATCMGFCAPKKIPSFCYSPKDEGLCSANVTRYYFNPRYRTCDAFTYTGCGGNDNNFVSREDCKRACAKALKKKKKMPKLRFASRIRKIRKKQF. Result: 0 (no interaction). (3) The miRNA is hsa-miR-218-5p with sequence UUGUGCUUGAUCUAACCAUGU. The protein sequence of the target gene is METRAAENTAIFMCKCCNLFSPNQSELLSHVSEKHMEEGVNVDEIIIPLRPLSTPEPPNSSKTGDEFLVMKRKRGRPKGSTKKSSTEEELAENIVSPTEDSPLAPEEGNSLPPSSLECSKCCRKFSNTRQLRKHICIIVLNLGEEEGEAGNESDLELEKKCKEDDREKASKRPRSQKTEKVQKISGKEARQLSGAKKPIISVVLTAHEAIPGATKIVPVEAGPPETGATNSETTSADLVPRRGYQEYAIQQTPYEQPMKSSRLGPTQLKIFTCEYCNKVFKFKHSLQAHLRIHTNEKPYK.... Result: 1 (interaction). (4) The miRNA is cel-miR-254-3p with sequence UGCAAAUCUUUCGCGAC. The protein sequence of the target gene is MEADIITNLRCRLKEAEEERLKAAQYGLQLVESQNELQNQLDKCRNEMMTMTESYEQEKYTLQREVELKSRMLESLSCECEAIKQQQKMHLEKLEEQLSRSHGQEVNELKTKIEKLKVELDEARLSEKQLKHQVDHQKELLSCKSEELRVMSERVQESMSSEMLALQIELTEMESMKTTLKEEVNELQYRQEQLELLITNLMRQVDRLKEEKEEREKEAVSYYNALEKARVANQDLQVQLDQALQQALDPNSKGNSLFAEVEDRRAAMERQLISMKVKYQSLKKQNVFNREQMQRMKLQI.... Result: 0 (no interaction). (5) The miRNA is hsa-miR-1285-3p with sequence UCUGGGCAACAAAGUGAGACCU. The protein sequence of the target gene is MALGKVLAMALVLALAVLGSLSPGARAGDCKGQRQVLREAPGFVTDGAGNYSVNGNCEWLIEAPSPQHRILLDFLFLDTECTYDYLFVYDGDSPRGPLLASLSGSTRPPPIEASSGKMLLHLFSDANYNLLGFNASFRFSLCPGGCQSHGQCQPPGVCACEPGWGGPDCGLQECSAYCGSHGTCASPLGPCRCEPGFLGRACDLHLWENQGAGWWHNVSARDPAFSARIGAAGAFLSPPGLLAVFGGQDLNNALGDLVLYNFSANTWESWDLSPAPAARHSHVAVAWAGSLVLMGGELAD.... Result: 0 (no interaction). (6) The miRNA is hsa-miR-26b-5p with sequence UUCAAGUAAUUCAGGAUAGGU. The protein sequence of the target gene is MIITQTSHCYMTSLGILFLINILPGTTGQGESRRQEPGDFVKQDIGGLSPKHAPDIPDDSTDNITIFTRILDRLLDGYDNRLRPGLGDAVTEVKTDIYVTSFGPVSDTDMEYTIDVFFRQTWHDERLKFDGPMKILPLNNLLASKIWTPDTFFHNGKKSVAHNMTTPNKLLRLVDNGTLLYTMRLTIHAECPMHLEDFPMDVHACPLKFGSYAYTTAEVVYSWTLGKNKSVEVAQDGSRLNQYDLLGHVVGTEIIRSSTGEYVVMTTHFHLKRKIGYFVIQTYLPCIMTVILSQVSFWLN.... Result: 1 (interaction). (7) The miRNA is hsa-miR-1252-5p with sequence AGAAGGAAAUUGAAUUCAUUUA. The protein sequence of the target gene is MAEEKKLKLSNTVLPSESMKVVAESMGIAQIQEETCQLLTDEVSYRIKEIAQDALKFMHMGKRQKLTTSDIDYALKLKNVEPLYGFHAQEFIPFRFASGGGRELYFYEEKEVDLSDIINTPLPRVPLDVCLKAHWLSIEGCQPAIPENPPPAPKEQQKAEATEPLKSAKPGQEEDGPLKGKGQGATTADGKGKEKKAPPLLEGAPLRLKPRSIHELSVEQQLYYKEITEACVGSCEAKRAEALQSIATDPGLYQMLPRFSTFISEGVRVNVVQNNLALLIYLMRMVKALMDNPTLYLEKY.... Result: 1 (interaction).